From a dataset of NCI-60 drug combinations with 297,098 pairs across 59 cell lines. Regression. Given two drug SMILES strings and cell line genomic features, predict the synergy score measuring deviation from expected non-interaction effect. (1) Drug 1: CC1C(C(CC(O1)OC2CC(CC3=C2C(=C4C(=C3O)C(=O)C5=C(C4=O)C(=CC=C5)OC)O)(C(=O)CO)O)N)O.Cl. Drug 2: CC12CCC3C(C1CCC2O)C(CC4=C3C=CC(=C4)O)CCCCCCCCCS(=O)CCCC(C(F)(F)F)(F)F. Cell line: SK-OV-3. Synergy scores: CSS=6.92, Synergy_ZIP=-14.2, Synergy_Bliss=-20.9, Synergy_Loewe=-20.8, Synergy_HSA=-18.7. (2) Drug 1: CC(CN1CC(=O)NC(=O)C1)N2CC(=O)NC(=O)C2. Drug 2: CC1=C(N=C(N=C1N)C(CC(=O)N)NCC(C(=O)N)N)C(=O)NC(C(C2=CN=CN2)OC3C(C(C(C(O3)CO)O)O)OC4C(C(C(C(O4)CO)O)OC(=O)N)O)C(=O)NC(C)C(C(C)C(=O)NC(C(C)O)C(=O)NCCC5=NC(=CS5)C6=NC(=CS6)C(=O)NCCC[S+](C)C)O. Cell line: K-562. Synergy scores: CSS=29.7, Synergy_ZIP=8.16, Synergy_Bliss=10.6, Synergy_Loewe=7.32, Synergy_HSA=6.28.